Dataset: Forward reaction prediction with 1.9M reactions from USPTO patents (1976-2016). Task: Predict the product of the given reaction. (1) The product is: [CH2:23]([N:30]1[CH2:35][CH2:34][CH2:33][C@@H:32]([NH:36][C:2]2[N:3]=[CH:4][C:5](/[CH:8]=[CH:9]/[C:10]([O:12][CH2:13][CH3:14])=[O:11])=[N:6][CH:7]=2)[CH2:31]1)[C:24]1[CH:25]=[CH:26][CH:27]=[CH:28][CH:29]=1. Given the reactants Cl[C:2]1[N:3]=[CH:4][C:5](/[CH:8]=[CH:9]/[C:10]([O:12][CH2:13][CH3:14])=[O:11])=[N:6][CH:7]=1.C(=O)([O-])[O-].[K+].[K+].Cl.Cl.[CH2:23]([N:30]1[CH2:35][CH2:34][CH2:33][C@@H:32]([NH2:36])[CH2:31]1)[C:24]1[CH:29]=[CH:28][CH:27]=[CH:26][CH:25]=1, predict the reaction product. (2) Given the reactants B.C1C[O:5]CC1.CC(=CC)C.[CH3:12][O:13][CH2:14][CH2:15][C:16]([CH3:25])([CH2:22][CH:23]=[CH2:24])[C:17]([O:19][CH2:20][CH3:21])=[O:18].P([O-])([O-])([O-])=O.OO, predict the reaction product. The product is: [OH:5][CH2:24][CH2:23][CH2:22][C:16]([CH2:15][CH2:14][O:13][CH3:12])([CH3:25])[C:17]([O:19][CH2:20][CH3:21])=[O:18].